From a dataset of Merck oncology drug combination screen with 23,052 pairs across 39 cell lines. Regression. Given two drug SMILES strings and cell line genomic features, predict the synergy score measuring deviation from expected non-interaction effect. (1) Synergy scores: synergy=18.0. Cell line: OCUBM. Drug 2: CCc1c2c(nc3ccc(O)cc13)-c1cc3c(c(=O)n1C2)COC(=O)C3(O)CC. Drug 1: CN1C(=O)C=CC2(C)C3CCC4(C)C(NC(=O)OCC(F)(F)F)CCC4C3CCC12. (2) Drug 1: CC1CC2C3CCC4=CC(=O)C=CC4(C)C3(F)C(O)CC2(C)C1(O)C(=O)CO. Drug 2: O=C(CCCCCCC(=O)Nc1ccccc1)NO. Cell line: NCIH23. Synergy scores: synergy=3.37. (3) Drug 1: CN(Cc1cnc2nc(N)nc(N)c2n1)c1ccc(C(=O)NC(CCC(=O)O)C(=O)O)cc1. Drug 2: CS(=O)(=O)CCNCc1ccc(-c2ccc3ncnc(Nc4ccc(OCc5cccc(F)c5)c(Cl)c4)c3c2)o1. Cell line: MDAMB436. Synergy scores: synergy=5.64. (4) Drug 1: N#Cc1ccc(Cn2cncc2CN2CCN(c3cccc(Cl)c3)C(=O)C2)cc1. Drug 2: C#Cc1cccc(Nc2ncnc3cc(OCCOC)c(OCCOC)cc23)c1. Cell line: HT29. Synergy scores: synergy=23.7. (5) Drug 1: C=CCn1c(=O)c2cnc(Nc3ccc(N4CCN(C)CC4)cc3)nc2n1-c1cccc(C(C)(C)O)n1. Drug 2: Cn1cc(-c2cnn3c(N)c(Br)c(C4CCCNC4)nc23)cn1. Cell line: ES2. Synergy scores: synergy=54.7. (6) Drug 1: O=C(CCCCCCC(=O)Nc1ccccc1)NO. Drug 2: C#Cc1cccc(Nc2ncnc3cc(OCCOC)c(OCCOC)cc23)c1. Cell line: RKO. Synergy scores: synergy=17.0. (7) Drug 1: COc1cc(C2c3cc4c(cc3C(OC3OC5COC(C)OC5C(O)C3O)C3COC(=O)C23)OCO4)cc(OC)c1O. Drug 2: C#Cc1cccc(Nc2ncnc3cc(OCCOC)c(OCCOC)cc23)c1. Cell line: HT29. Synergy scores: synergy=28.8. (8) Cell line: ES2. Synergy scores: synergy=3.45. Drug 2: O=C(O)C1(Cc2cccc(Nc3nccs3)n2)CCC(Oc2cccc(Cl)c2F)CC1. Drug 1: CCN(CC)CCNC(=O)c1c(C)[nH]c(C=C2C(=O)Nc3ccc(F)cc32)c1C. (9) Drug 1: O=C(NOCC(O)CO)c1ccc(F)c(F)c1Nc1ccc(I)cc1F. Drug 2: CCc1cnn2c(NCc3ccc[n+]([O-])c3)cc(N3CCCCC3CCO)nc12. Cell line: VCAP. Synergy scores: synergy=8.95.